This data is from Peptide-MHC class II binding affinity with 134,281 pairs from IEDB. The task is: Regression. Given a peptide amino acid sequence and an MHC pseudo amino acid sequence, predict their binding affinity value. This is MHC class II binding data. (1) The peptide sequence is RILHDHGILTPSLCF. The MHC is DRB1_0101 with pseudo-sequence DRB1_0101. The binding affinity (normalized) is 0.539. (2) The peptide sequence is FFFLFNILTGKKITA. The MHC is DRB1_1301 with pseudo-sequence DRB1_1301. The binding affinity (normalized) is 0.706. (3) The peptide sequence is WRSFLNKVKSLRILN. The MHC is DRB1_0404 with pseudo-sequence DRB1_0404. The binding affinity (normalized) is 0.607. (4) The peptide sequence is RPGVSKKFLSLLTSS. The MHC is DRB1_1501 with pseudo-sequence DRB1_1501. The binding affinity (normalized) is 0.723. (5) The peptide sequence is MPRSIGGPVSSHNHI. The MHC is DRB1_0701 with pseudo-sequence DRB1_0701. The binding affinity (normalized) is 0.686. (6) The peptide sequence is EKKYFAATNFEPLAA. The MHC is HLA-DPA10301-DPB10402 with pseudo-sequence HLA-DPA10301-DPB10402. The binding affinity (normalized) is 0.968. (7) The peptide sequence is FNGGESKLKAEATTD. The MHC is DRB1_1602 with pseudo-sequence DRB1_1602. The binding affinity (normalized) is 0.123.